Task: Predict which catalyst facilitates the given reaction.. Dataset: Catalyst prediction with 721,799 reactions and 888 catalyst types from USPTO (1) Reactant: [N:1]1([CH2:7][CH2:8][O:9][C:10]2[C:19]3[C:14](=[CH:15][CH:16]=[CH:17][CH:18]=3)[C:13]([NH2:20])=[CH:12][CH:11]=2)[CH2:6][CH2:5][O:4][CH2:3][CH2:2]1.[Br:21][C:22]1[CH:23]=[C:24]([CH:28]=[CH:29][CH:30]=1)[C:25](O)=[O:26].CN(C(ON1N=NC2C=CC=CC1=2)=[N+](C)C)C.F[P-](F)(F)(F)(F)F.CCN(C(C)C)C(C)C. Product: [Br:21][C:22]1[CH:23]=[C:24]([CH:28]=[CH:29][CH:30]=1)[C:25]([NH:20][C:13]1[C:14]2[C:19](=[CH:18][CH:17]=[CH:16][CH:15]=2)[C:10]([O:9][CH2:8][CH2:7][N:1]2[CH2:6][CH2:5][O:4][CH2:3][CH2:2]2)=[CH:11][CH:12]=1)=[O:26]. The catalyst class is: 3. (2) Reactant: [C:1]([C:5]1[CH:6]=[C:7]([NH:18][C:19]([NH:21][C:22]2[C:31]3[C:26](=[CH:27][CH:28]=[CH:29][CH:30]=3)[C:25]([O:32][C:33]3[CH:38]=[CH:37][N:36]=[C:35](Cl)[N:34]=3)=[CH:24][CH:23]=2)=[O:20])[C:8]([O:16][CH3:17])=[C:9]([NH:11][S:12]([CH3:15])(=[O:14])=[O:13])[CH:10]=1)([CH3:4])([CH3:3])[CH3:2].[NH2:40][C:41]1[CH:46]=[CH:45][C:44]([S:47]([NH2:50])(=[O:49])=[O:48])=[C:43]([O:51][CH3:52])[CH:42]=1.CN(C=O)C. The catalyst class is: 12. Product: [C:1]([C:5]1[CH:10]=[C:9]([NH:11][S:12]([CH3:15])(=[O:14])=[O:13])[C:8]([O:16][CH3:17])=[C:7]([NH:18][C:19](=[O:20])[NH:21][C:22]2[C:31]3[C:26](=[CH:27][CH:28]=[CH:29][CH:30]=3)[C:25]([O:32][C:33]3[CH:38]=[CH:37][N:36]=[C:35]([NH:40][C:41]4[CH:46]=[CH:45][C:44]([S:47]([NH2:50])(=[O:49])=[O:48])=[C:43]([O:51][CH3:52])[CH:42]=4)[N:34]=3)=[CH:24][CH:23]=2)[CH:6]=1)([CH3:4])([CH3:3])[CH3:2]. (3) Reactant: [OH:1][C:2]1[CH:6]=[C:5]([C:7]([F:10])([F:9])[F:8])[S:4][C:3]=1[C:11]([O:13]C)=[O:12].CO.[OH-].[Na+]. Product: [OH:1][C:2]1[CH:6]=[C:5]([C:7]([F:10])([F:8])[F:9])[S:4][C:3]=1[C:11]([OH:13])=[O:12]. The catalyst class is: 6. (4) Reactant: [Cl:1][C:2]1[CH:3]=[C:4]2[CH:10]=[C:9]([C:11]([OH:13])=O)[NH:8][C:5]2=[CH:6][N:7]=1.[CH3:14][O:15][C:16](=[O:28])[C@@H:17]([OH:27])[C@@H:18]([NH2:26])[CH2:19][C:20]1[CH:25]=[CH:24][CH:23]=[CH:22][CH:21]=1.C1C=CC2N(O)N=NC=2C=1.CCN=C=NCCCN(C)C.CCN(C(C)C)C(C)C. Product: [CH3:14][O:15][C:16](=[O:28])[C@@H:17]([OH:27])[C@@H:18]([NH:26][C:11]([C:9]1[NH:8][C:5]2=[CH:6][N:7]=[C:2]([Cl:1])[CH:3]=[C:4]2[CH:10]=1)=[O:13])[CH2:19][C:20]1[CH:25]=[CH:24][CH:23]=[CH:22][CH:21]=1. The catalyst class is: 3. (5) Reactant: [CH2:1]([N:8]1[CH2:17][CH2:16][C:15]2[C:14](Cl)=[N:13][CH:12]=[N:11][C:10]=2[CH2:9]1)[C:2]1[CH:7]=[CH:6][CH:5]=[CH:4][CH:3]=1.FC(F)(F)C(O)=O.[CH:26]1([N:30]2[CH2:35][CH2:34][NH:33][CH2:32][CH2:31]2)[CH2:29][CH2:28][CH2:27]1.C([O-])([O-])=O.[K+].[K+].O. Product: [CH2:1]([N:8]1[CH2:17][CH2:16][C:15]2[C:14]([N:33]3[CH2:34][CH2:35][N:30]([CH:26]4[CH2:29][CH2:28][CH2:27]4)[CH2:31][CH2:32]3)=[N:13][CH:12]=[N:11][C:10]=2[CH2:9]1)[C:2]1[CH:7]=[CH:6][CH:5]=[CH:4][CH:3]=1. The catalyst class is: 10.